From a dataset of Forward reaction prediction with 1.9M reactions from USPTO patents (1976-2016). Predict the product of the given reaction. (1) Given the reactants [CH2:1]([NH:3][C:4]([C:6]1[C:11]2[CH2:12][N:13]([CH2:16][C:17]3[CH:29]=[CH:28][C:20]([C:21]([O:23]C(C)(C)C)=[O:22])=[C:19]([CH3:30])[CH:18]=3)[C:14](=[O:15])[C:10]=2[CH:9]=[CH:8][N:7]=1)=[O:5])[CH3:2].[ClH:31], predict the reaction product. The product is: [ClH:31].[CH2:1]([NH:3][C:4]([C:6]1[C:11]2[CH2:12][N:13]([CH2:16][C:17]3[CH:29]=[CH:28][C:20]([C:21]([OH:23])=[O:22])=[C:19]([CH3:30])[CH:18]=3)[C:14](=[O:15])[C:10]=2[CH:9]=[CH:8][N:7]=1)=[O:5])[CH3:2]. (2) Given the reactants CON(C)[C:4]([C:6]1[N:7]=[CH:8][N:9]([C:11]2[CH:16]=[CH:15][CH:14]=[C:13]([C:17]3[C:18]([F:24])=[N:19][CH:20]=[CH:21][C:22]=3[F:23])[CH:12]=2)[CH:10]=1)=[O:5].[S:26]1[CH:30]=[CH:29][N:28]=[CH:27]1, predict the reaction product. The product is: [F:24][C:18]1[C:17]([C:13]2[CH:12]=[C:11]([N:9]3[CH:10]=[C:6]([C:4]([C:27]4[S:26][CH:30]=[CH:29][N:28]=4)=[O:5])[N:7]=[CH:8]3)[CH:16]=[CH:15][CH:14]=2)=[C:22]([F:23])[CH:21]=[CH:20][N:19]=1. (3) Given the reactants [C:1]([C:3]1[CH:4]=[C:5]2[C:10](=[CH:11][C:12]=1[OH:13])[N:9]=[CH:8][CH:7]=[C:6]2[O:14][C:15]1[CH:20]=[CH:19][C:18]([NH:21][C:22]([NH:24][C:25]2[CH:30]=[CH:29][C:28]([F:31])=[CH:27][CH:26]=2)=[O:23])=[CH:17][CH:16]=1)#[N:2].Br[CH2:33][CH2:34][Cl:35].C(=O)([O-])[O-].[K+].[K+].O1CCCC1, predict the reaction product. The product is: [C:1]([C:3]1[CH:4]=[C:5]2[C:10](=[CH:11][C:12]=1[O:13][CH2:33][CH2:34][Cl:35])[N:9]=[CH:8][CH:7]=[C:6]2[O:14][C:15]1[CH:16]=[CH:17][C:18]([NH:21][C:22]([NH:24][C:25]2[CH:26]=[CH:27][C:28]([F:31])=[CH:29][CH:30]=2)=[O:23])=[CH:19][CH:20]=1)#[N:2]. (4) Given the reactants [F:1][C:2]1[CH:26]=[CH:25][CH:24]=[C:23]([F:27])[C:3]=1[C:4]([NH:6][C:7]1[C:8]([C:12]2[NH:16][C:15]3[CH:17]=[CH:18][C:19]([CH:21]=O)=[CH:20][C:14]=3[N:13]=2)=[N:9][NH:10][CH:11]=1)=[O:5].[C:28]([O:32][C:33]([N:35]1[CH2:40][CH2:39][NH:38][CH2:37][CH2:36]1)=[O:34])([CH3:31])([CH3:30])[CH3:29].C(O[BH-](OC(=O)C)OC(=O)C)(=O)C.[Na+].CO, predict the reaction product. The product is: [C:28]([O:32][C:33]([N:35]1[CH2:40][CH2:39][N:38]([CH2:21][C:19]2[CH:18]=[CH:17][C:15]3[NH:16][C:12]([C:8]4[C:7]([NH:6][C:4](=[O:5])[C:3]5[C:2]([F:1])=[CH:26][CH:25]=[CH:24][C:23]=5[F:27])=[CH:11][NH:10][N:9]=4)=[N:13][C:14]=3[CH:20]=2)[CH2:37][CH2:36]1)=[O:34])([CH3:31])([CH3:29])[CH3:30].